From a dataset of Forward reaction prediction with 1.9M reactions from USPTO patents (1976-2016). Predict the product of the given reaction. (1) Given the reactants Br[Mg][C:3]1[CH:11]=[CH:10][C:6]2[CH2:7][CH2:8][O:9][C:5]=2[CH:4]=1.[C:12](OC(=O)C)(=[O:14])[CH3:13], predict the reaction product. The product is: [O:9]1[C:5]2[CH:4]=[C:3]([C:12](=[O:14])[CH3:13])[CH:11]=[CH:10][C:6]=2[CH2:7][CH2:8]1. (2) Given the reactants C[O:2][C:3](=[O:24])[C:4]1[CH:9]=[C:8]([C:10]2[S:11][CH:12]=[C:13]([C:15]3[CH:20]=[CH:19][C:18]([Cl:21])=[C:17]([Cl:22])[CH:16]=3)[N:14]=2)[CH:7]=[CH:6][C:5]=1Br.[C:25]([C:27]1[CH:32]=[CH:31][CH:30]=[CH:29][C:28]=1B(O)O)#[N:26], predict the reaction product. The product is: [C:25]([C:27]1[CH:32]=[CH:31][CH:30]=[CH:29][C:28]=1[C:5]1[C:4]([C:3]([OH:2])=[O:24])=[CH:9][C:8]([C:10]2[S:11][CH:12]=[C:13]([C:15]3[CH:20]=[CH:19][C:18]([Cl:21])=[C:17]([Cl:22])[CH:16]=3)[N:14]=2)=[CH:7][CH:6]=1)#[N:26]. (3) Given the reactants [Br:1][C:2]1[CH:3]=[C:4]([N:8]2[C:16]3[C:11](=[CH:12][C:13]([C:17](O)=[O:18])=[CH:14][CH:15]=3)[C:10]([C:20]([O:22][CH3:23])=[O:21])=[N:9]2)[CH:5]=[CH:6][CH:7]=1.Cl.[CH3:25][NH2:26], predict the reaction product. The product is: [Br:1][C:2]1[CH:3]=[C:4]([N:8]2[C:16]3[C:11](=[CH:12][C:13]([C:17](=[O:18])[NH:26][CH3:25])=[CH:14][CH:15]=3)[C:10]([C:20]([O:22][CH3:23])=[O:21])=[N:9]2)[CH:5]=[CH:6][CH:7]=1. (4) Given the reactants Br[CH2:2][CH2:3][O:4][C:5]1[CH:25]=[CH:24][C:8]([N:9]([C:17]2[CH:22]=[CH:21][C:20]([Cl:23])=[CH:19][CH:18]=2)[C:10]2[CH:15]=[CH:14][C:13]([Cl:16])=[CH:12][CH:11]=2)=[CH:7][CH:6]=1.[Br:26][C:27]1[CH:28]=[C:29]([C:40]2[CH:45]=[CH:44][C:43]([OH:46])=[CH:42][CH:41]=2)[S:30][C:31]=1[C:32]1[CH:37]=[CH:36][C:35]([O:38][CH3:39])=[CH:34][CH:33]=1.C(=O)([O-])[O-].[Cs+].[Cs+].C(Cl)Cl, predict the reaction product. The product is: [Br:26][C:27]1[CH:28]=[C:29]([C:40]2[CH:45]=[CH:44][C:43]([O:46][CH2:2][CH2:3][O:4][C:5]3[CH:25]=[CH:24][C:8]([N:9]([C:10]4[CH:15]=[CH:14][C:13]([Cl:16])=[CH:12][CH:11]=4)[C:17]4[CH:22]=[CH:21][C:20]([Cl:23])=[CH:19][CH:18]=4)=[CH:7][CH:6]=3)=[CH:42][CH:41]=2)[S:30][C:31]=1[C:32]1[CH:33]=[CH:34][C:35]([O:38][CH3:39])=[CH:36][CH:37]=1.